From a dataset of Full USPTO retrosynthesis dataset with 1.9M reactions from patents (1976-2016). Predict the reactants needed to synthesize the given product. (1) The reactants are: [CH:1]1[C:18]2[C:17]3[C:12](=[CH:13][CH:14]=[CH:15][CH:16]=3)[C:11]3[C:6](=[CH:7][CH:8]=[CH:9][CH:10]=3)[C:5]=2[CH:4]=[CH:3][C:2]=1[C:19]1[CH:20]=[C:21]([C:25]2[CH:30]=[CH:29][CH:28]=[C:27]([OH:31])[CH:26]=2)[CH:22]=[CH:23][CH:24]=1.N1C=CC=CC=1.[F:38][C:39]([F:52])([F:51])[S:40](O[S:40]([C:39]([F:52])([F:51])[F:38])(=[O:42])=[O:41])(=[O:42])=[O:41]. Given the product [F:38][C:39]([F:52])([F:51])[S:40]([O:31][C:27]1[CH:26]=[C:25]([C:21]2[CH:22]=[CH:23][CH:24]=[C:19]([C:2]3[CH:3]=[CH:4][C:5]4[C:6]5[C:11](=[CH:10][CH:9]=[CH:8][CH:7]=5)[C:12]5[C:17](=[CH:16][CH:15]=[CH:14][CH:13]=5)[C:18]=4[CH:1]=3)[CH:20]=2)[CH:30]=[CH:29][CH:28]=1)(=[O:42])=[O:41], predict the reactants needed to synthesize it. (2) Given the product [N:19]1[CH:3]=[C:2]([C:6]2[C:14]3[C:9](=[CH:10][C:11]([CH:15]=[O:16])=[CH:12][CH:13]=3)[NH:8][N:7]=2)[CH:22]=[N:17][CH:18]=1, predict the reactants needed to synthesize it. The reactants are: N1C=C[CH:3]=[C:2]1[C:6]1[C:14]2[C:9](=[CH:10][C:11]([CH:15]=[O:16])=[CH:12][CH:13]=2)[NH:8][N:7]=1.[N:17]1[CH:22]=C(B(O)O)C=[N:19][CH:18]=1. (3) Given the product [CH3:12][O:1][C:2]1[CH:10]=[C:9]([CH3:11])[CH:8]=[CH:7][C:3]=1[C:4]([O:24][CH3:23])=[O:5], predict the reactants needed to synthesize it. The reactants are: [OH:1][C:2]1[CH:10]=[C:9]([CH3:11])[CH:8]=[CH:7][C:3]=1[C:4](O)=[O:5].[C:12](=O)([O-])[O-].[K+].[K+].CI.CN([CH:23]=[O:24])C.